This data is from Forward reaction prediction with 1.9M reactions from USPTO patents (1976-2016). The task is: Predict the product of the given reaction. (1) Given the reactants [F:1][C:2]1[C:34]([F:35])=[CH:33][C:5]2[NH:6][C:7]([NH:9][C:10]3[CH:15]=[CH:14][C:13]([O:16][C:17]4[C:22]([C:23]5[CH:28]=[CH:27][N:26]=[C:25](S(C)(=O)=O)[N:24]=5)=[CH:21][CH:20]=[CH:19][N:18]=4)=[CH:12][CH:11]=3)=[N:8][C:4]=2[CH:3]=1.[CH3:36][N:37]1[CH2:42][CH2:41][N:40]([C:43]2[CH:48]=[CH:47][C:46]([NH2:49])=[CH:45][CH:44]=2)[CH2:39][CH2:38]1.C(O)(C(F)(F)F)=O, predict the reaction product. The product is: [F:1][C:2]1[C:34]([F:35])=[CH:33][C:5]2[NH:6][C:7]([NH:9][C:10]3[CH:15]=[CH:14][C:13]([O:16][C:17]4[C:22]([C:23]5[CH:28]=[CH:27][N:26]=[C:25]([NH:49][C:46]6[CH:45]=[CH:44][C:43]([N:40]7[CH2:39][CH2:38][N:37]([CH3:36])[CH2:42][CH2:41]7)=[CH:48][CH:47]=6)[N:24]=5)=[CH:21][CH:20]=[CH:19][N:18]=4)=[CH:12][CH:11]=3)=[N:8][C:4]=2[CH:3]=1. (2) Given the reactants [Si]([O:18][CH:19]1[CH2:22][N:21]([C:23]2[O:24][CH:25]=[C:26]([C:28]#[N:29])[N:27]=2)[CH2:20]1)(C(C)(C)C)(C1C=CC=CC=1)C1C=CC=CC=1.[F-].C([N+](CCCC)(CCCC)CCCC)CCC, predict the reaction product. The product is: [C:28]([C:26]1[N:27]=[C:23]([N:21]2[CH2:22][CH:19]([OH:18])[CH2:20]2)[O:24][CH:25]=1)#[N:29].